Binary Classification. Given a T-cell receptor sequence (or CDR3 region) and an epitope sequence, predict whether binding occurs between them. From a dataset of TCR-epitope binding with 47,182 pairs between 192 epitopes and 23,139 TCRs. (1) Result: 0 (the TCR does not bind to the epitope). The epitope is ILHCANFNV. The TCR CDR3 sequence is CASSSTSGPYNEQFF. (2) The epitope is LPPAYTNSF. Result: 0 (the TCR does not bind to the epitope). The TCR CDR3 sequence is CAIRSWEGDTEAFF. (3) The epitope is YLQPRTFLL. The TCR CDR3 sequence is CASLRDMNTGELFF. Result: 1 (the TCR binds to the epitope). (4) The epitope is EIYKRWII. The TCR CDR3 sequence is CASRTTSGGTDTQYF. Result: 1 (the TCR binds to the epitope). (5) The epitope is RLFRKSNLK. The TCR CDR3 sequence is CASSGTASFDEQFF. Result: 0 (the TCR does not bind to the epitope). (6) The epitope is YLQPRTFLL. The TCR CDR3 sequence is CASSSLNTGELFF. Result: 1 (the TCR binds to the epitope). (7) The epitope is FQPTNGVGY. Result: 0 (the TCR does not bind to the epitope). The TCR CDR3 sequence is CASSSDRARDGYTF. (8) The epitope is NLSALGIFST. The TCR CDR3 sequence is CASSHAGGVGELFF. Result: 0 (the TCR does not bind to the epitope). (9) The epitope is KMKDLSPRW. The TCR CDR3 sequence is CASSLTGSGDSPLHF. Result: 0 (the TCR does not bind to the epitope). (10) The TCR CDR3 sequence is CATSGQSHTDTQYF. The epitope is NLDSKVGGNY. Result: 1 (the TCR binds to the epitope).